Dataset: Forward reaction prediction with 1.9M reactions from USPTO patents (1976-2016). Task: Predict the product of the given reaction. (1) Given the reactants [CH3:1][NH:2][CH3:3].[OH:4][C:5]1[CH:10]=[CH:9][C:8]([S:11](Cl)(=[O:13])=[O:12])=[CH:7][C:6]=1[N+:15]([O-:17])=[O:16], predict the reaction product. The product is: [OH:4][C:5]1[CH:10]=[CH:9][C:8]([S:11]([N:2]([CH3:3])[CH3:1])(=[O:13])=[O:12])=[CH:7][C:6]=1[N+:15]([O-:17])=[O:16]. (2) Given the reactants [Br:1][C:2]1[CH:11]=[C:10]2[C:5]([N:6]=[CH:7][C:8](=O)[NH:9]2)=[CH:4][CH:3]=1.CN(C=O)C.O=P(Cl)(Cl)[Cl:20], predict the reaction product. The product is: [Br:1][C:2]1[CH:11]=[C:10]2[C:5]([N:6]=[CH:7][C:8]([Cl:20])=[N:9]2)=[CH:4][CH:3]=1. (3) Given the reactants [CH3:1][O:2][C:3]1[C:13]([N+:14]([O-:16])=[O:15])=[CH:12][C:6]2[CH2:7][CH2:8][NH:9][CH2:10][CH2:11][C:5]=2[CH:4]=1.[CH3:17][C:18]([CH3:20])=O.C(O)(=O)C.CO.C([BH3-])#N.[Na+], predict the reaction product. The product is: [CH:18]([N:9]1[CH2:10][CH2:11][C:5]2[CH:4]=[C:3]([O:2][CH3:1])[C:13]([N+:14]([O-:16])=[O:15])=[CH:12][C:6]=2[CH2:7][CH2:8]1)([CH3:20])[CH3:17]. (4) Given the reactants [CH3:1][C:2]1[CH:11]=[CH:10][C:9]2[C:4](=[C:5]([NH2:12])[CH:6]=[CH:7][CH:8]=2)[N:3]=1.[CH3:13][C:14]1[N:19]=[C:18](Br)[CH:17]=[CH:16][CH:15]=1.CC(C)([O-])C.[Na+], predict the reaction product. The product is: [CH3:1][C:2]1[CH:11]=[CH:10][C:9]2[C:4](=[C:5]([NH:12][C:18]3[CH:17]=[CH:16][CH:15]=[C:14]([CH3:13])[N:19]=3)[CH:6]=[CH:7][CH:8]=2)[N:3]=1. (5) Given the reactants [Cl:1][C:2]1[CH:10]=[C:6]([C:7]([OH:9])=O)[C:5]([OH:11])=[CH:4][CH:3]=1.[Cl:12][C:13]1[CH:19]=[C:18]([Cl:20])[CH:17]=[CH:16][C:14]=1[NH2:15].P(Cl)(Cl)Cl, predict the reaction product. The product is: [Cl:12][C:13]1[CH:19]=[C:18]([Cl:20])[CH:17]=[CH:16][C:14]=1[NH:15][C:7](=[O:9])[C:6]1[CH:10]=[C:2]([Cl:1])[CH:3]=[CH:4][C:5]=1[OH:11].